From a dataset of Forward reaction prediction with 1.9M reactions from USPTO patents (1976-2016). Predict the product of the given reaction. (1) Given the reactants [F:1][C:2]1[CH:3]=[CH:4][C:5]([N+:15]([O-])=O)=[C:6]([NH:8][C:9]2[CH:14]=[N:13][CH:12]=[CH:11][N:10]=2)[CH:7]=1, predict the reaction product. The product is: [F:1][C:2]1[CH:7]=[C:6]([NH:8][C:9]2[CH:14]=[N:13][CH:12]=[CH:11][N:10]=2)[C:5]([NH2:15])=[CH:4][CH:3]=1. (2) Given the reactants C([O:3][C:4]([C:6]1[CH:11]=[C:10]([O:12][CH2:13][CH2:14][O:15][CH2:16][CH2:17][O:18][CH2:19][CH2:20][O:21][CH2:22][CH2:23][C:24]([O:26][C:27]([CH3:30])([CH3:29])[CH3:28])=[O:25])[CH:9]=[C:8]([C:31](OCC)=[O:32])[N:7]=1)=O)C.[BH4-].[Na+].[Cl-].[Ca+2].[Cl-].[H][H], predict the reaction product. The product is: [C:27]([O:26][C:24](=[O:25])[CH2:23][CH2:22][O:21][CH2:20][CH2:19][O:18][CH2:17][CH2:16][O:15][CH2:14][CH2:13][O:12][C:10]1[CH:11]=[C:6]([CH2:4][OH:3])[N:7]=[C:8]([CH2:31][OH:32])[CH:9]=1)([CH3:30])([CH3:28])[CH3:29]. (3) Given the reactants [H-].[Al+3].[Li+].[H-].[H-].[H-].C(O[C:12]([N:14]1[CH2:27][CH2:26][C:17]2[NH:18][C:19]3[CH:20]=[CH:21][C:22]([CH3:25])=[CH:23][C:24]=3[C:16]=2[CH2:15]1)=O)(C)(C)C.O.O.O.O.O.O.O.O.O.O.S([O-])([O-])(=O)=O.[Na+].[Na+], predict the reaction product. The product is: [CH3:12][N:14]1[CH2:27][CH2:26][C:17]2[NH:18][C:19]3[CH:20]=[CH:21][C:22]([CH3:25])=[CH:23][C:24]=3[C:16]=2[CH2:15]1. (4) Given the reactants [CH3:1][C:2]1[CH:7]=[C:6]([CH3:8])[N:5]=[C:4]([N:9]2[CH2:16][CH:15]3[CH:11]([CH2:12][NH:13][CH2:14]3)[CH2:10]2)[N:3]=1.CC(O)=O.[CH3:21][O:22][C:23]1[CH:31]=[CH:30][CH:29]=[C:28]([O:32][CH3:33])[C:24]=1[C:25](O)=[O:26], predict the reaction product. The product is: [CH3:33][O:32][C:28]1[CH:29]=[CH:30][CH:31]=[C:23]([O:22][CH3:21])[C:24]=1[C:25]([N:13]1[CH2:14][CH:15]2[CH:11]([CH2:10][N:9]([C:4]3[N:5]=[C:6]([CH3:8])[CH:7]=[C:2]([CH3:1])[N:3]=3)[CH2:16]2)[CH2:12]1)=[O:26]. (5) The product is: [C:14]12[C:15](=[CH:17][CH:18]=[CH:19][CH:20]=1)[NH:16][C:2](=[O:4])[O:22][C:13]2=[O:21]. Given the reactants Cl[C:2](Cl)([O:4]C(=O)OC(Cl)(Cl)Cl)Cl.[C:13]([OH:22])(=[O:21])[C:14]1[C:15](=[CH:17][CH:18]=[CH:19][CH:20]=1)[NH2:16], predict the reaction product. (6) Given the reactants [CH:1]1[C:11]2=[C:12]3[C:7](=[CH:8][CH:9]=[CH:10]2)[CH2:6][CH2:5][CH2:4][N:3]3[CH:2]=1.[C:13](Cl)(=[O:17])[C:14](Cl)=[O:15].[CH3:19][O-:20].[Na+], predict the reaction product. The product is: [CH3:19][O:20][C:13](=[O:17])[C:14]([C:1]1[C:11]2=[C:12]3[C:7](=[CH:8][CH:9]=[CH:10]2)[CH2:6][CH2:5][CH2:4][N:3]3[CH:2]=1)=[O:15]. (7) The product is: [CH3:13][C:14]1[CH:19]=[C:18]([CH3:20])[N:17]=[CH:16][C:15]=1[O:21][C:22]1[C:27](=[O:28])[N:26]([CH2:29][C:30]2[CH:35]=[CH:34][C:33]([C:36]3[CH:41]=[CH:40][CH:39]=[CH:38][C:37]=3[C:42]3[NH:3][C:4](=[O:7])[O:5][N:43]=3)=[CH:32][CH:31]=2)[C:25]([CH2:44][CH2:45][CH3:46])=[N:24][C:23]=1[CH2:47][CH3:48]. Given the reactants [Cl-].O[NH3+:3].[C:4](=[O:7])([O-])[OH:5].[Na+].CS(C)=O.[CH3:13][C:14]1[CH:19]=[C:18]([CH3:20])[N:17]=[CH:16][C:15]=1[O:21][C:22]1[C:27](=[O:28])[N:26]([CH2:29][C:30]2[CH:35]=[CH:34][C:33]([C:36]3[C:37]([C:42]#[N:43])=[CH:38][CH:39]=[CH:40][CH:41]=3)=[CH:32][CH:31]=2)[C:25]([CH2:44][CH2:45][CH3:46])=[N:24][C:23]=1[CH2:47][CH3:48], predict the reaction product.